Dataset: Catalyst prediction with 721,799 reactions and 888 catalyst types from USPTO. Task: Predict which catalyst facilitates the given reaction. (1) Product: [F:16][C:11]1[CH:10]=[C:9]([CH:14]=[CH:13][C:12]=1[F:15])[O:8][C:5]1[CH:6]=[CH:7][C:2]([NH:25][C:24]2[CH:26]=[CH:27][CH:28]=[C:22]([O:21][CH2:20][CH2:19][O:18][CH3:17])[CH:23]=2)=[N:3][CH:4]=1. The catalyst class is: 155. Reactant: Cl[C:2]1[CH:7]=[CH:6][C:5]([O:8][C:9]2[CH:14]=[CH:13][C:12]([F:15])=[C:11]([F:16])[CH:10]=2)=[CH:4][N:3]=1.[CH3:17][O:18][CH2:19][CH2:20][O:21][C:22]1[CH:23]=[C:24]([CH:26]=[CH:27][CH:28]=1)[NH2:25].C1(P(C2C=CC=CC=2)C2C3OC4C(=CC=CC=4P(C4C=CC=CC=4)C4C=CC=CC=4)C(C)(C)C=3C=CC=2)C=CC=CC=1.C(=O)([O-])[O-].[Cs+].[Cs+]. (2) Reactant: [CH2:1]([O:3][C:4](=[O:40])[C:5]([C:21]([C:23]1[CH:28]=[C:27]([CH2:29][C:30]2[CH:35]=[CH:34][CH:33]=[C:32]([Cl:36])[C:31]=2[F:37])[N:26]=[C:25]([Cl:38])[C:24]=1Cl)=[O:22])=[CH:6][NH:7][C@H:8]([C:12]([CH3:20])([CH3:19])[O:13][SiH2:14][C:15]([CH3:18])([CH3:17])[CH3:16])[CH:9]([CH3:11])[CH3:10])[CH3:2].C(=O)([O-])[O-].[K+].[K+]. Product: [CH2:1]([O:3][C:4]([C:5]1[C:21](=[O:22])[C:23]2[C:24](=[C:25]([Cl:38])[N:26]=[C:27]([CH2:29][C:30]3[CH:35]=[CH:34][CH:33]=[C:32]([Cl:36])[C:31]=3[F:37])[CH:28]=2)[N:7]([C@H:8]([C:12]([CH3:19])([CH3:20])[O:13][SiH2:14][C:15]([CH3:16])([CH3:17])[CH3:18])[CH:9]([CH3:11])[CH3:10])[CH:6]=1)=[O:40])[CH3:2]. The catalyst class is: 3. (3) Reactant: [CH2:1]1[C:4]2([CH2:8][CH:7]([C:9]([O:11][CH2:12][CH3:13])=[O:10])[NH:6][CH2:5]2)[CH2:3][N:2]1[C:14]([O:16][C:17]([CH3:20])([CH3:19])[CH3:18])=[O:15].CN(C(ON1N=NC2C=CC=NC1=2)=[N+](C)C)C.F[P-](F)(F)(F)(F)F.[CH3:45][O:46][C:47]([NH:49][C@H:50]([C:54](O)=[O:55])[CH:51]([CH3:53])[CH3:52])=[O:48].CCN(C(C)C)C(C)C. Product: [CH3:45][O:46][C:47]([NH:49][C@H:50]([C:54]([N:6]1[CH:7]([C:9]([O:11][CH2:12][CH3:13])=[O:10])[CH2:8][C:4]2([CH2:3][N:2]([C:14]([O:16][C:17]([CH3:19])([CH3:18])[CH3:20])=[O:15])[CH2:1]2)[CH2:5]1)=[O:55])[CH:51]([CH3:52])[CH3:53])=[O:48]. The catalyst class is: 2. (4) Reactant: [CH2:1]([O:3][C:4](=[O:21])[CH:5]=[C:6]1[CH2:11][CH2:10][N:9]([C:12]([O:14][C:15]([CH3:18])([CH3:17])[CH3:16])=[O:13])[CH2:8][C:7]1([F:20])[F:19])[CH3:2]. Product: [CH2:1]([O:3][C:4](=[O:21])[CH2:5][CH:6]1[CH2:11][CH2:10][N:9]([C:12]([O:14][C:15]([CH3:16])([CH3:17])[CH3:18])=[O:13])[CH2:8][C:7]1([F:19])[F:20])[CH3:2]. The catalyst class is: 50. (5) Reactant: Cl.[Cl:2][C:3]1[CH:4]=[C:5]2[C:9](=[CH:10][CH:11]=1)[NH:8][CH:7]=[C:6]2[CH2:12]CN.CN(C([O:22][N:23]1N=N[C:25]2[CH:26]=[CH:27]C=N[C:24]1=2)=[N+](C)C)C.F[P-](F)(F)(F)(F)F.C(N(CC)C(C)C)(C)C.C[OH:49].[CH3:50][N:51]([CH:53]=[O:54])C. Product: [Cl:2][C:3]1[CH:4]=[C:5]2[C:9](=[CH:10][CH:11]=1)[NH:8][CH:7]=[C:6]2[CH2:12][CH2:50][NH:51][C:53]([C:24]1[CH:25]=[C:26]([CH2:27][OH:49])[O:22][N:23]=1)=[O:54]. The catalyst class is: 4. (6) Reactant: [CH3:1][CH:2]([CH3:13])[CH2:3][C:4]([C:6]1[CH:11]=[CH:10][C:9]([CH3:12])=[CH:8][CH:7]=1)=[O:5].C1C(=O)N([Br:21])C(=O)C1. The catalyst class is: 855. Product: [CH3:1][CH:2]([CH3:13])[CH2:3][C:4]([C:6]1[CH:7]=[CH:8][C:9]([CH2:12][Br:21])=[CH:10][CH:11]=1)=[O:5]. (7) Reactant: [C:1]1([N:7]2[C:11]([C:12]3[CH:17]=[CH:16][CH:15]=[C:14]([CH2:18][O:19][CH:20]([C:25]([F:28])([F:27])[F:26])[C:21]([F:24])([F:23])[F:22])[CH:13]=3)=[CH:10][C:9]([NH2:29])=[N:8]2)[CH:6]=[CH:5][CH:4]=[CH:3][CH:2]=1.[O:30]=[C:31]1[NH:35][CH2:34][C@@H:33]([C:36](O)=[O:37])[CH2:32]1.CCN=C=NCCCN(C)C.Cl.O. Product: [C:1]1([N:7]2[C:11]([C:12]3[CH:17]=[CH:16][CH:15]=[C:14]([CH2:18][O:19][CH:20]([C:21]([F:22])([F:23])[F:24])[C:25]([F:28])([F:26])[F:27])[CH:13]=3)=[CH:10][C:9]([NH:29][C:36]([C@H:33]3[CH2:32][C:31](=[O:30])[NH:35][CH2:34]3)=[O:37])=[N:8]2)[CH:6]=[CH:5][CH:4]=[CH:3][CH:2]=1. The catalyst class is: 80.